The task is: Predict the reaction yield, written as a fraction of the theoretical maximum amount of product (1.0 means a 100% yield; for example, 0.34 means a 34% yield).. This data is from Reaction yield outcomes from USPTO patents with 853,638 reactions. (1) The reactants are [NH2:1][C:2]1[CH:7]=[CH:6][C:5]([CH:8]2[CH2:13][C:12](=[O:14])[N:11]([CH3:15])[C:10](=[O:16])[CH2:9]2)=[CH:4][C:3]=1Br.[O-]P([O-])([O-])=O.[K+].[K+].[K+].[C:26]1(B(O)O)[CH2:31][CH2:30][CH2:29][CH2:28][CH:27]=1.C1(P(C2CCCCC2)C2C=CC=CC=2C2C=CC=CC=2)CCCCC1. The catalyst is C1(C)C=CC=CC=1.CCOC(C)=O.CC([O-])=O.CC([O-])=O.[Pd+2].O1CCOCC1. The product is [NH2:1][C:2]1[CH:7]=[CH:6][C:5]([CH:8]2[CH2:13][C:12](=[O:14])[N:11]([CH3:15])[C:10](=[O:16])[CH2:9]2)=[CH:4][C:3]=1[C:26]1[CH2:31][CH2:30][CH2:29][CH2:28][CH:27]=1. The yield is 1.00. (2) The reactants are [OH:1][CH2:2][C@@H:3]1[C@@H:7]([OH:8])[C@@H:6]([OH:9])[C@@H:5]([O:10][CH3:11])[O:4]1.[H-].[Na+].[CH2:14](Br)[C:15]1[CH:20]=[CH:19][CH:18]=[CH:17][CH:16]=1. The catalyst is CN(C=O)C. The product is [CH2:14]([O:8][C@H:7]1[C@@H:6]([O:9][CH2:14][C:15]2[CH:20]=[CH:19][CH:18]=[CH:17][CH:16]=2)[C@@H:5]([O:10][CH3:11])[O:4][C@@H:3]1[CH2:2][O:1][CH2:14][C:15]1[CH:20]=[CH:19][CH:18]=[CH:17][CH:16]=1)[C:15]1[CH:20]=[CH:19][CH:18]=[CH:17][CH:16]=1. The yield is 0.900. (3) The reactants are [Br:1][C:2]1[CH:3]=[C:4]2[CH:10]=[N:9][NH:8][C:5]2=[N:6][CH:7]=1.[O:11]1[CH:16]=[CH:15][CH2:14][CH2:13][CH2:12]1.C12(CS(O)(=O)=O)C(C)(C)C(CC1)CC2=O. The catalyst is O1CCCC1.C(OCC)(=O)C. The product is [Br:1][C:2]1[CH:3]=[C:4]2[CH:10]=[N:9][N:8]([CH:12]3[CH2:13][CH2:14][CH2:15][CH2:16][O:11]3)[C:5]2=[N:6][CH:7]=1. The yield is 0.900. (4) The reactants are [CH2:1]([NH:3][C:4]([NH:6][C:7]1[N:12]=[CH:11][C:10]([C:13]2[C:14]([O:23][CH2:24][CH2:25][C:26]([OH:28])=[O:27])=[N:15][CH:16]=[C:17]([C:19]([O:21]C)=O)[CH:18]=2)=[C:9]([C:29]2[S:30][CH:31]=[C:32]([C:34]([F:37])([F:36])[F:35])[N:33]=2)[CH:8]=1)=[O:5])[CH3:2].O.[NH2:39][NH2:40]. The catalyst is C(O)C. The product is [CH2:1]([NH:3][C:4]([NH:6][C:7]1[N:12]=[CH:11][C:10]([C:13]2[C:14]([O:23][CH2:24][CH2:25][C:26]([OH:28])=[O:27])=[N:15][CH:16]=[C:17]([C:19]([NH:39][NH2:40])=[O:21])[CH:18]=2)=[C:9]([C:29]2[S:30][CH:31]=[C:32]([C:34]([F:37])([F:36])[F:35])[N:33]=2)[CH:8]=1)=[O:5])[CH3:2]. The yield is 0.800. (5) The reactants are [F:1][C:2]([F:20])([F:19])[C:3](O)=[CH:4][C:5]([C:7]1[CH:17]=[CH:16][C:10]2[O:11][CH2:12][C:13](=[O:15])[NH:14][C:9]=2[CH:8]=1)=O.Cl.[CH3:22][O:23][C:24]1[CH:29]=[CH:28][CH:27]=[CH:26][C:25]=1[NH:30][NH2:31]. No catalyst specified. The product is [CH3:22][O:23][C:24]1[CH:29]=[CH:28][CH:27]=[CH:26][C:25]=1[N:30]1[C:5]([C:7]2[CH:17]=[CH:16][C:10]3[O:11][CH2:12][C:13](=[O:15])[NH:14][C:9]=3[CH:8]=2)=[CH:4][C:3]([C:2]([F:20])([F:19])[F:1])=[N:31]1. The yield is 0.770. (6) The reactants are [CH2:1]([O:3][C:4]([CH:6]=[CH:7][C:8]1[CH:16]=[C:15]([C:17]([F:20])([F:19])[F:18])[CH:14]=[CH:13][C:9]=1[C:10]([OH:12])=O)=[O:5])[CH3:2].[F:21][C:22]([F:26])([F:25])[CH2:23][NH2:24].C1CCC(N=C=NC2CCCCC2)CC1. The catalyst is CN(C=O)C. The product is [F:21][C:22]([F:26])([F:25])[CH2:23][NH:24][C:10]([C:9]1[CH:13]=[CH:14][C:15]([C:17]([F:20])([F:19])[F:18])=[CH:16][C:8]=1/[CH:7]=[CH:6]/[C:4]([O:3][CH2:1][CH3:2])=[O:5])=[O:12]. The yield is 0.960.